This data is from Forward reaction prediction with 1.9M reactions from USPTO patents (1976-2016). The task is: Predict the product of the given reaction. (1) Given the reactants [NH2:1][C:2](=[O:36])[CH2:3][O:4][C:5]1[C:9]([O:10]CC2C=CC=CC=2)=[C:8]([C:18]([O:20][CH2:21][CH3:22])=[O:19])[N:7]([C:23]2[CH:28]=[CH:27][C:26]([O:29][CH3:30])=[CH:25][CH:24]=2)[C:6]=1[C:31]([O:33][CH2:34][CH3:35])=[O:32], predict the reaction product. The product is: [NH2:1][C:2](=[O:36])[CH2:3][O:4][C:5]1[C:9]([OH:10])=[C:8]([C:18]([O:20][CH2:21][CH3:22])=[O:19])[N:7]([C:23]2[CH:28]=[CH:27][C:26]([O:29][CH3:30])=[CH:25][CH:24]=2)[C:6]=1[C:31]([O:33][CH2:34][CH3:35])=[O:32]. (2) Given the reactants [OH:1][C:2]1[CH:3]=[C:4]([CH:9]=[CH:10][C:11]([OH:13])=[O:12])[CH:5]=[CH:6][C:7]=1[OH:8].S(Cl)(Cl)=O.[CH3:18]O, predict the reaction product. The product is: [CH3:18][O:12][C:11](=[O:13])[CH:10]=[CH:9][C:4]1[CH:5]=[CH:6][C:7]([OH:8])=[C:2]([OH:1])[CH:3]=1. (3) The product is: [NH2:1][C:2]1[N:11]=[C:10]([C:12]([N:14]2[CH2:15][C:16]3[C:21](=[CH:20][CH:19]=[CH:18][CH:17]=3)[CH2:22]2)=[O:13])[C:9]2[C:4](=[CH:5][CH:6]=[C:7]([CH:23]([C:24]([O:26][CH2:27][CH3:28])=[O:25])[CH2:39][C:31](=[CH2:30])[C:32]([O:34][C:35]([CH3:38])([CH3:37])[CH3:36])=[O:33])[CH:8]=2)[N:3]=1. Given the reactants [NH2:1][C:2]1[N:11]=[C:10]([C:12]([N:14]2[CH2:22][C:21]3[C:16](=[CH:17][CH:18]=[CH:19][CH:20]=3)[CH2:15]2)=[O:13])[C:9]2[C:4](=[CH:5][CH:6]=[C:7]([CH2:23][C:24]([O:26][CH2:27][CH3:28])=[O:25])[CH:8]=2)[N:3]=1.Br[CH2:30][CH:31]([CH2:39]Br)[C:32]([O:34][C:35]([CH3:38])([CH3:37])[CH3:36])=[O:33].[H-].[Na+].[Cl-].[NH4+], predict the reaction product.